Dataset: Full USPTO retrosynthesis dataset with 1.9M reactions from patents (1976-2016). Task: Predict the reactants needed to synthesize the given product. (1) Given the product [C:41]([NH:1][C@@H:2]([CH2:25][C:26]1[CH:31]=[C:30]([F:32])[CH:29]=[C:28]([F:33])[CH:27]=1)[C@@H:3]([C@H:5]1[CH2:14][C:13]2[C:8](=[C:9]([O:16][CH3:17])[CH:10]=[CH:11][C:12]=2[Br:15])[CH2:7][N:6]1[C:18]([O:20][C:21]([CH3:22])([CH3:23])[CH3:24])=[O:19])[OH:4])(=[O:43])[CH3:42], predict the reactants needed to synthesize it. The reactants are: [NH2:1][C@@H:2]([CH2:25][C:26]1[CH:31]=[C:30]([F:32])[CH:29]=[C:28]([F:33])[CH:27]=1)[C@@H:3]([C@H:5]1[CH2:14][C:13]2[C:8](=[C:9]([O:16][CH3:17])[CH:10]=[CH:11][C:12]=2[Br:15])[CH2:7][N:6]1[C:18]([O:20][C:21]([CH3:24])([CH3:23])[CH3:22])=[O:19])[OH:4].C(N(CC)CC)C.[C:41](OC(=O)C)(=[O:43])[CH3:42]. (2) Given the product [Br:24][C:3]1[C:4]2[C:9](=[CH:8][CH:7]=[C:6]([NH:10][C:11]3[N:20]=[CH:19][C:18]([CH:21]4[CH2:23][CH2:22]4)=[CH:17][C:12]=3[C:13]([O:15][CH3:16])=[O:14])[CH:5]=2)[NH:1][CH:2]=1, predict the reactants needed to synthesize it. The reactants are: [NH:1]1[C:9]2[C:4](=[CH:5][C:6]([NH:10][C:11]3[N:20]=[CH:19][C:18]([CH:21]4[CH2:23][CH2:22]4)=[CH:17][C:12]=3[C:13]([O:15][CH3:16])=[O:14])=[CH:7][CH:8]=2)[CH:3]=[CH:2]1.[Br:24]N1C(=O)CCC1=O.C(OCC)(=O)C.O.